Dataset: Catalyst prediction with 721,799 reactions and 888 catalyst types from USPTO. Task: Predict which catalyst facilitates the given reaction. (1) Reactant: [CH3:1][O:2][C:3]1[C:8]([N+:9]([O-:11])=[O:10])=[CH:7][CH:6]=[CH:5][C:4]=1B1OC(C)(C)C(C)(C)O1.Br[C:22]1[S:23][C:24]([CH3:30])=[C:25]([C:27]([OH:29])=[O:28])[N:26]=1.C(=O)([O-])[O-].[Na+].[Na+]. Product: [CH3:1][O:2][C:3]1[C:8]([N+:9]([O-:11])=[O:10])=[CH:7][CH:6]=[CH:5][C:4]=1[C:22]1[S:23][C:24]([CH3:30])=[C:25]([C:27]([OH:29])=[O:28])[N:26]=1. The catalyst class is: 12. (2) Reactant: [CH3:1][O:2][C:3]1[CH:4]=[C:5]2[C:10](=[CH:11][C:12]=1[O:13][CH3:14])[N:9]=[CH:8][CH:7]=[C:6]2[O:15][C:16]1[CH:22]=[CH:21][C:19]([NH2:20])=[CH:18][CH:17]=1.Cl[C:24](Cl)([O:26][C:27](=[O:33])OC(Cl)(Cl)Cl)Cl.[C:35]1(C)[C:40](O)=[CH:39][CH:38]=[CH:37][CH:36]=1.C(=O)(O)[O-].[Na+]. Product: [CH3:1][O:2][C:3]1[CH:4]=[C:5]2[C:10](=[CH:11][C:12]=1[O:13][CH3:14])[N:9]=[CH:8][CH:7]=[C:6]2[O:15][C:16]1[CH:22]=[CH:21][C:19]([NH:20][C:27](=[O:33])[O:26][C:24]2[CH:39]=[CH:40][CH:35]=[CH:36][C:37]=2[CH3:38])=[CH:18][CH:17]=1. The catalyst class is: 208. (3) Reactant: [Cl:1][C:2]1[CH:19]=[CH:18][C:5]([C:6]2[C:11]([C:12](=O)[CH3:13])=[CH:10][C:9]([N+:15]([O-:17])=[O:16])=[CH:8][CH:7]=2)=[CH:4][CH:3]=1.C([O:22][C:23]([C:25]1[CH:48]=[CH:47][C:28]2[N:29]([CH:41]3[CH2:46][CH2:45][CH2:44][CH2:43][CH2:42]3)[C:30]([C:32]3[CH:37]=[CH:36][C:35]([NH2:38])=[C:34]([CH:39]=O)[CH:33]=3)=[N:31][C:27]=2[CH:26]=1)=[O:24])C.[OH-].[K+].Cl. Product: [Cl:1][C:2]1[CH:19]=[CH:18][C:5]([C:6]2[C:11]([C:12]3[CH:13]=[CH:39][C:34]4[C:35](=[CH:36][CH:37]=[C:32]([C:30]5[N:29]([CH:41]6[CH2:42][CH2:43][CH2:44][CH2:45][CH2:46]6)[C:28]6[CH:47]=[CH:48][C:25]([C:23]([OH:24])=[O:22])=[CH:26][C:27]=6[N:31]=5)[CH:33]=4)[N:38]=3)=[CH:10][C:9]([N+:15]([O-:17])=[O:16])=[CH:8][CH:7]=2)=[CH:4][CH:3]=1. The catalyst class is: 8. (4) Reactant: [F:1][C:2]1[CH:7]=[C:6]([F:8])[CH:5]=[CH:4][C:3]=1[CH2:9][NH:10][C:11]([C:13]1[C:14](=[O:39])[C:15]([O:31]CC2C=CC=CC=2)=[C:16]2[C:28](=[O:29])[N:20]3[CH2:21][CH2:22][C@@H:23]4[CH2:27][CH2:26][CH2:25][N:24]4[C@@H:19]3[CH2:18][N:17]2[CH:30]=1)=[O:12]. Product: [F:1][C:2]1[CH:7]=[C:6]([F:8])[CH:5]=[CH:4][C:3]=1[CH2:9][NH:10][C:11]([C:13]1[C:14](=[O:39])[C:15]([OH:31])=[C:16]2[C:28](=[O:29])[N:20]3[CH2:21][CH2:22][C@@H:23]4[CH2:27][CH2:26][CH2:25][N:24]4[C@@H:19]3[CH2:18][N:17]2[CH:30]=1)=[O:12]. The catalyst class is: 19. (5) Reactant: [CH3:1][O:2][C:3]([C:5]1[S:6][C:7]([C:11]2[CH:16]=[CH:15][CH:14]=[CH:13][CH:12]=2)=[CH:8][C:9]=1[NH2:10])=[O:4].[CH:17](I)([CH3:19])[CH3:18]. Product: [CH3:1][O:2][C:3]([C:5]1[S:6][C:7]([C:11]2[CH:16]=[CH:15][CH:14]=[CH:13][CH:12]=2)=[CH:8][C:9]=1[NH:10][CH:17]([CH3:19])[CH3:18])=[O:4]. The catalyst class is: 3. (6) Reactant: [C:1]([OH:10])(=[O:9])[C@@H:2]([C@H:4]([C:6]([OH:8])=[O:7])[OH:5])[OH:3].C(O[C@H]([C@H](C(O)=O)OC(=O)C1C=CC=CC=1)C(O)=O)(=O)C1C=CC=CC=1.[CH2:37]([C:39]1[CH:40]=[CH:41][C:42]([CH2:45][CH2:46][O:47][C:48]2[CH:61]=[CH:60][C:51]([CH2:52][C@H:53]3[S:57][C:56](=[O:58])[NH:55][C:54]3=[O:59])=[CH:50][CH:49]=2)=[N:43][CH:44]=1)[CH3:38]. Product: [C:6]([C@@H:4]([C@H:2]([C:1]([OH:10])=[O:9])[OH:3])[OH:5])([OH:8])=[O:7].[CH2:37]([C:39]1[CH:40]=[CH:41][C:42]([CH2:45][CH2:46][O:47][C:48]2[CH:61]=[CH:60][C:51]([CH2:52][C@H:53]3[S:57][C:56](=[O:58])[NH:55][C:54]3=[O:59])=[CH:50][CH:49]=2)=[N:43][CH:44]=1)[CH3:38]. The catalyst class is: 1. (7) Reactant: [NH2:1][C:2]1[CH:3]=[C:4]2[C:9](=[CH:10][CH:11]=1)[CH:8]=[N:7][CH:6]=[CH:5]2.[C:12]1([CH3:22])[CH:17]=[CH:16][C:15]([S:18](Cl)(=[O:20])=[O:19])=[CH:14][CH:13]=1.O. Product: [C:12]1([CH3:22])[CH:17]=[CH:16][C:15]([S:18]([NH:1][C:2]2[CH:3]=[C:4]3[C:9](=[CH:10][CH:11]=2)[CH:8]=[N:7][CH:6]=[CH:5]3)(=[O:20])=[O:19])=[CH:14][CH:13]=1. The catalyst class is: 17. (8) Reactant: [F:1][C:2]1[C:7]2[CH2:8][CH:9]([CH2:11][N:12]=[N+]=[N-])[O:10][C:6]=2[C:5]([C:15]2[CH:20]=[CH:19][CH:18]=[CH:17][C:16]=2[CH3:21])=[CH:4][C:3]=1[F:22]. Product: [F:1][C:2]1[C:7]2[CH2:8][CH:9]([CH2:11][NH2:12])[O:10][C:6]=2[C:5]([C:15]2[CH:20]=[CH:19][CH:18]=[CH:17][C:16]=2[CH3:21])=[CH:4][C:3]=1[F:22]. The catalyst class is: 553. (9) Reactant: [CH2:1]([N:3]1[C:7]2=[N:8][C:9]([CH2:48][CH3:49])=[C:10]([CH2:19][NH:20][C:21]([C:23]3[CH:28]=[CH:27][CH:26]=[C:25]([C:29]([NH:31][CH2:32][C:33]4[CH:34]=[C:35]([C:40]5[CH:45]=[CH:44][CH:43]=[C:42](C=O)[CH:41]=5)[CH:36]=[C:37]([CH3:39])[CH:38]=4)=[O:30])[CH:24]=3)=[O:22])[C:11]([NH:12][CH:13]3[CH2:18][CH2:17][O:16][CH2:15][CH2:14]3)=[C:6]2[CH:5]=[N:4]1)[CH3:2].[CH3:50][N:51]1[CH2:56][CH2:55][NH:54][CH2:53][CH2:52]1.[CH3:57]C(O)=O.[BH-](OC(C)=O)(OC(C)=O)OC(C)=O.[Na+]. Product: [CH2:1]([N:3]1[C:7]2=[N:8][C:9]([CH2:48][CH3:49])=[C:10]([CH2:19][NH:20][C:21]([C:23]3[CH:28]=[CH:27][CH:26]=[C:25]([C:29]([NH:31][CH2:32][C:33]4[CH:34]=[C:35]([C:40]5[CH:41]=[CH:42][CH:43]=[C:44]([CH2:50][N:51]6[CH2:56][CH2:55][N:54]([CH3:57])[CH2:53][CH2:52]6)[CH:45]=5)[CH:36]=[C:37]([CH3:39])[CH:38]=4)=[O:30])[CH:24]=3)=[O:22])[C:11]([NH:12][CH:13]3[CH2:18][CH2:17][O:16][CH2:15][CH2:14]3)=[C:6]2[CH:5]=[N:4]1)[CH3:2]. The catalyst class is: 2. (10) Reactant: [CH2:1]([C:8]1[C:9](=[O:14])[NH:10][NH:11][C:12]=1[CH3:13])[C:2]1[CH:7]=[CH:6][CH:5]=[CH:4][CH:3]=1.C(=O)([O-])[O-].[K+].[K+].[C:21](OC(=O)C)(=[O:23])[CH3:22].C(O)(=O)C. Product: [C:21]([N:11]1[C:12]([CH3:13])=[C:8]([CH2:1][C:2]2[CH:3]=[CH:4][CH:5]=[CH:6][CH:7]=2)[C:9](=[O:14])[NH:10]1)(=[O:23])[CH3:22]. The catalyst class is: 35.